Predict the reactants needed to synthesize the given product. From a dataset of Full USPTO retrosynthesis dataset with 1.9M reactions from patents (1976-2016). (1) Given the product [Cl:1][C:2]1[C:3]([CH2:18][NH2:19])=[CH:4][C:5]([C:8]2[CH:13]=[N:12][C:11]([C:14]([F:16])([F:17])[F:15])=[N:10][CH:9]=2)=[N:6][CH:7]=1, predict the reactants needed to synthesize it. The reactants are: [Cl:1][C:2]1[C:3]([CH2:18][N:19]2C(=O)C3C(=CC=CC=3)C2=O)=[CH:4][C:5]([C:8]2[CH:9]=[N:10][C:11]([C:14]([F:17])([F:16])[F:15])=[N:12][CH:13]=2)=[N:6][CH:7]=1.NN.O. (2) Given the product [C:1]([O:5][C:6]([N:8]1[CH2:13][CH2:12][CH:11]([CH2:14][C:15]([O:17][CH3:18])=[O:16])[CH2:10][CH2:9]1)=[O:7])([CH3:4])([CH3:3])[CH3:2], predict the reactants needed to synthesize it. The reactants are: [C:1]([O:5][C:6]([N:8]1[CH2:13][CH2:12][C:11](=[CH:14][C:15]([O:17][CH3:18])=[O:16])[CH2:10][CH2:9]1)=[O:7])([CH3:4])([CH3:3])[CH3:2]. (3) Given the product [C:21]([C:23]1[C@@H:28]([C:29]2[CH:34]=[CH:33][C:32]([C:35]#[N:36])=[CH:31][CH:30]=2)[N:27]2[N:37]=[C:38]([N:40]([C:2]([O:4][C:5]3[CH:10]=[CH:9][C:8]([N+:11]([O-:13])=[O:12])=[CH:7][CH:6]=3)=[O:3])[C:41]([O:42][CH2:43][C:44]3[CH:49]=[CH:48][CH:47]=[CH:46][CH:45]=3)=[O:50])[N:39]=[C:26]2[N:25]([C:51]2[CH:56]=[CH:55][CH:54]=[C:53]([C:57]([F:60])([F:59])[F:58])[CH:52]=2)[C:24]=1[CH3:61])#[N:22], predict the reactants needed to synthesize it. The reactants are: Cl[C:2]([O:4][C:5]1[CH:10]=[CH:9][C:8]([N+:11]([O-:13])=[O:12])=[CH:7][CH:6]=1)=[O:3].C(N(CC)CC)C.[C:21]([C:23]1[C@@H:28]([C:29]2[CH:34]=[CH:33][C:32]([C:35]#[N:36])=[CH:31][CH:30]=2)[N:27]2[N:37]=[C:38]([NH:40][C:41](=[O:50])[O:42][CH2:43][C:44]3[CH:49]=[CH:48][CH:47]=[CH:46][CH:45]=3)[N:39]=[C:26]2[N:25]([C:51]2[CH:56]=[CH:55][CH:54]=[C:53]([C:57]([F:60])([F:59])[F:58])[CH:52]=2)[C:24]=1[CH3:61])#[N:22].